Dataset: Catalyst prediction with 721,799 reactions and 888 catalyst types from USPTO. Task: Predict which catalyst facilitates the given reaction. (1) Reactant: Br[CH2:2][C:3]1[N:4]=[N:5][S:6][C:7]=1[C:8]([O:10][CH2:11][CH3:12])=[O:9].[NH2:13][CH2:14][C:15]1[C:20]([CH2:21][CH3:22])=[N:19][C:18]2[N:23]([CH2:26][CH3:27])[N:24]=[CH:25][C:17]=2[C:16]=1[NH:28][CH:29]1[CH2:34][CH2:33][O:32][CH2:31][CH2:30]1.CCN(C(C)C)C(C)C. Product: [CH2:26]([N:23]1[C:18]2=[N:19][C:20]([CH2:21][CH3:22])=[C:15]([CH2:14][NH:13][CH2:2][C:3]3[N:4]=[N:5][S:6][C:7]=3[C:8]([O:10][CH2:11][CH3:12])=[O:9])[C:16]([NH:28][CH:29]3[CH2:30][CH2:31][O:32][CH2:33][CH2:34]3)=[C:17]2[CH:25]=[N:24]1)[CH3:27]. The catalyst class is: 10. (2) Reactant: Cl[C:2]1[N:7]=[C:6]([NH:8][C:9]2[CH:14]=[CH:13][C:12]([O:15][CH3:16])=[C:11]([Cl:17])[CH:10]=2)[N:5]=[C:4]([NH:18][CH:19]2[CH2:25][CH2:24][CH2:23][CH2:22][CH2:21][CH2:20]2)[N:3]=1.[CH2:26]([C:28]1[O:29][CH:30]=[CH:31][C:32](=[O:35])[C:33]=1[OH:34])[CH3:27].C([O-])([O-])=O.[K+].[K+]. Product: [Cl:17][C:11]1[CH:10]=[C:9]([CH:14]=[CH:13][C:12]=1[O:15][CH3:16])[NH:8][C:6]1[N:5]=[C:4]([NH:18][CH:19]2[CH2:25][CH2:24][CH2:23][CH2:22][CH2:21][CH2:20]2)[N:3]=[C:2]([O:34][C:33]2[C:32](=[O:35])[CH:31]=[CH:30][O:29][C:28]=2[CH2:26][CH3:27])[N:7]=1. The catalyst class is: 35.